From a dataset of Catalyst prediction with 721,799 reactions and 888 catalyst types from USPTO. Predict which catalyst facilitates the given reaction. Reactant: [C:1]([O:5][C:6](=[O:15])[NH:7][C:8]1[S:12][N:11]=[C:10]([S:13][CH3:14])[N:9]=1)([CH3:4])([CH3:3])[CH3:2].[CH3:16][O:17][C:18]1[CH:25]=[CH:24][C:21]([CH2:22]Cl)=[CH:20][CH:19]=1.C1CCN2C(=NCCC2)CC1. Product: [C:1]([O:5][C:6](=[O:15])[N:7]([C:8]1[S:12][N:11]=[C:10]([S:13][CH3:14])[N:9]=1)[CH2:22][C:21]1[CH:24]=[CH:25][C:18]([O:17][CH3:16])=[CH:19][CH:20]=1)([CH3:4])([CH3:3])[CH3:2]. The catalyst class is: 155.